The task is: Predict the product of the given reaction.. This data is from Forward reaction prediction with 1.9M reactions from USPTO patents (1976-2016). (1) Given the reactants ClC1N=C(N2CCOCC2)C2SC(C3C=C([C:17](O)=[O:18])C=NC=3)=CC=2N=1.[CH3:26][N:27]1[CH2:32][CH2:31][NH:30][CH2:29][CH2:28]1, predict the reaction product. The product is: [CH3:26][N:27]1[CH2:32][CH2:31][N:30]([CH:17]=[O:18])[CH2:29][CH2:28]1. (2) Given the reactants [ClH:1].O1CCOCC1.[S:8]1[C:12]2[CH:13]=[CH:14][CH:15]=[CH:16][C:11]=2[N:10]=[C:9]1[CH:17]([OH:34])[C@@H:18]([NH:26]C(OC(C)(C)C)=O)[CH2:19][C:20]1[CH:25]=[CH:24][CH:23]=[CH:22][CH:21]=1, predict the reaction product. The product is: [ClH:1].[NH2:26][C@@H:18]([CH2:19][C:20]1[CH:25]=[CH:24][CH:23]=[CH:22][CH:21]=1)[CH:17]([C:9]1[S:8][C:12]2[CH:13]=[CH:14][CH:15]=[CH:16][C:11]=2[N:10]=1)[OH:34].